Dataset: Forward reaction prediction with 1.9M reactions from USPTO patents (1976-2016). Task: Predict the product of the given reaction. (1) Given the reactants [CH3:1][O:2][C:3](=[O:22])[CH2:4][CH:5]1[C:9]2=[CH:10][C:11]3[C:12]([S:18]([CH3:21])(=[O:20])=[O:19])=[CH:13][C:14]([OH:17])=[CH:15][C:16]=3[N:8]2[CH2:7][CH2:6]1.I[CH:24]([CH3:26])[CH3:25].C([O-])([O-])=O.[Cs+].[Cs+], predict the reaction product. The product is: [CH3:1][O:2][C:3](=[O:22])[CH2:4][CH:5]1[C:9]2=[CH:10][C:11]3[C:12]([S:18]([CH3:21])(=[O:20])=[O:19])=[CH:13][C:14]([O:17][CH:24]([CH3:26])[CH3:25])=[CH:15][C:16]=3[N:8]2[CH2:7][CH2:6]1. (2) Given the reactants [NH2:1][C:2]1[CH:3]=[N:4][CH:5]=[CH:6][C:7]=1[N:8]1[CH2:13][C@H:12]([CH3:14])[CH2:11][C@H:10]([NH:15][C:16](=[O:22])[O:17][C:18]([CH3:21])([CH3:20])[CH3:19])[CH2:9]1.[CH:23]1([C:26]2[O:37][C:29]3=[N:30][C:31]([C:34](O)=[O:35])=[CH:32][CH:33]=[C:28]3[CH:27]=2)[CH2:25][CH2:24]1.CCN(C(C)C)C(C)C.CN(C(ON1N=NC2C=CC=NC1=2)=[N+](C)C)C.F[P-](F)(F)(F)(F)F, predict the reaction product. The product is: [CH:23]1([C:26]2[O:37][C:29]3=[N:30][C:31]([C:34]([NH:1][C:2]4[CH:3]=[N:4][CH:5]=[CH:6][C:7]=4[N:8]4[CH2:13][C@H:12]([CH3:14])[CH2:11][C@H:10]([NH:15][C:16](=[O:22])[O:17][C:18]([CH3:21])([CH3:20])[CH3:19])[CH2:9]4)=[O:35])=[CH:32][CH:33]=[C:28]3[CH:27]=2)[CH2:24][CH2:25]1. (3) Given the reactants [CH2:1]([O:3][C:4](=[O:12])[C:5](=O)[CH:6]=[CH:7][N:8](C)C)[CH3:2].Cl.Cl.[NH2:15]N, predict the reaction product. The product is: [CH2:1]([O:3][C:4]([C:5]1[CH:6]=[CH:7][NH:8][N:15]=1)=[O:12])[CH3:2]. (4) Given the reactants O1CCCC1.C([O:13][C:14]1[C:15]([O:24][CH3:25])=[CH:16][C:17]2[S:21][C:20]([CH3:22])=[N:19][C:18]=2[CH:23]=1)C1C=CC=CC=1.C([Li])(C)(C)C.P(Cl)(OCC)(OCC)=O, predict the reaction product. The product is: [CH3:25][O:24][C:15]1[C:14]([OH:13])=[CH:23][C:18]2[N:19]=[C:20]([CH3:22])[S:21][C:17]=2[CH:16]=1. (5) Given the reactants C([O:8][CH2:9][CH2:10][CH2:11][CH2:12][O:13][C:14]1[CH:19]=[C:18]([CH3:20])[C:17]([NH:21][C:22]([CH:24]2[C:29]([CH3:31])([CH3:30])[CH2:28][O:27]C(C3C=CC=CC=3)[O:25]2)=[O:23])=[C:16]([CH3:38])[CH:15]=1)C1C=CC=CC=1, predict the reaction product. The product is: [OH:25][CH:24]([C:29]([CH3:31])([CH3:30])[CH2:28][OH:27])[C:22]([NH:21][C:17]1[C:18]([CH3:20])=[CH:19][C:14]([O:13][CH2:12][CH2:11][CH2:10][CH2:9][OH:8])=[CH:15][C:16]=1[CH3:38])=[O:23]. (6) Given the reactants [N:1]1([C:10]2[CH:19]=[CH:18][C:13]([C:14]([O:16]C)=O)=[CH:12][CH:11]=2)[C:5]2[CH:6]=[CH:7][CH:8]=[CH:9][C:4]=2[N:3]=[CH:2]1.Cl.[CH3:21][O:22][C:23](=[O:28])[C@H:24]([CH2:26][OH:27])[NH2:25], predict the reaction product. The product is: [N:1]1([C:10]2[CH:11]=[CH:12][C:13]([C:14]([NH:25][C@H:24]([C:23]([O:22][CH3:21])=[O:28])[CH2:26][OH:27])=[O:16])=[CH:18][CH:19]=2)[C:5]2[CH:6]=[CH:7][CH:8]=[CH:9][C:4]=2[N:3]=[CH:2]1. (7) The product is: [CH2:4]([O:6][C:7]([C:9]1[N:10]([CH3:31])[CH:11]=[C:12]([C:29]#[N:30])[C:13]=1[C:14]1[CH:15]=[CH:16][C:17]([C:20]2[CH:25]=[CH:24][CH:23]=[CH:22][C:21]=2[NH2:26])=[CH:18][CH:19]=1)=[O:8])[CH3:5]. Given the reactants C(O)C.[CH2:4]([O:6][C:7]([C:9]1[N:10]([CH3:31])[CH:11]=[C:12]([C:29]#[N:30])[C:13]=1[C:14]1[CH:19]=[CH:18][C:17]([C:20]2[CH:25]=[CH:24][CH:23]=[CH:22][C:21]=2[N+:26]([O-])=O)=[CH:16][CH:15]=1)=[O:8])[CH3:5].[H][H], predict the reaction product. (8) Given the reactants Br[C:2]1[S:3][CH:4]=[C:5]([CH2:7][O:8][Si:9]([C:12]([CH3:15])([CH3:14])[CH3:13])([CH3:11])[CH3:10])[N:6]=1.[CH3:16][N:17]([CH3:29])[C:18]([C:20]1[CH:25]=[CH:24][C:23](B(O)O)=[CH:22][CH:21]=1)=[O:19].C([O-])([O-])=O.[Na+].[Na+].C(Cl)Cl, predict the reaction product. The product is: [Si:9]([O:8][CH2:7][C:5]1[N:6]=[C:2]([C:23]2[CH:24]=[CH:25][C:20]([C:18]([N:17]([CH3:29])[CH3:16])=[O:19])=[CH:21][CH:22]=2)[S:3][CH:4]=1)([C:12]([CH3:15])([CH3:14])[CH3:13])([CH3:11])[CH3:10].